Dataset: Reaction yield outcomes from USPTO patents with 853,638 reactions. Task: Predict the reaction yield, written as a fraction of the theoretical maximum amount of product (1.0 means a 100% yield; for example, 0.34 means a 34% yield). (1) The product is [CH2:2]1[C:10]2[C:5](=[CH:6][CH:7]=[CH:8][CH:9]=2)[CH2:4][N:3]1[C:11]([C:13]1[CH:14]=[C:15]([CH:18]=[CH:19][C:20]=1[OH:21])[C:16]#[N:17])=[O:12]. The yield is 0.455. The catalyst is C(Cl)Cl. The reactants are Cl.[CH2:2]1[C:10]2[C:5](=[CH:6][CH:7]=[CH:8][CH:9]=2)[CH2:4][N:3]1[C:11]([C:13]1[CH:14]=[C:15]([CH:18]=[CH:19][C:20]=1[O:21]COC)[C:16]#[N:17])=[O:12]. (2) The reactants are [NH2:1][C:2]1[CH:15]=[CH:14][C:13]([Cl:16])=[CH:12][C:3]=1[C:4]([C:6]1[CH:11]=[CH:10][CH:9]=[CH:8][CH:7]=1)=[O:5].[Br:17][C:18]1[CH:23]=[CH:22][C:21]([S:24](Cl)(=[O:26])=[O:25])=[CH:20][CH:19]=1.Cl. The catalyst is N1C=CC=CC=1.CCOC(C)=O.O. The product is [C:4]([C:3]1[CH:12]=[C:13]([Cl:16])[CH:14]=[CH:15][C:2]=1[NH:1][S:24]([C:21]1[CH:22]=[CH:23][C:18]([Br:17])=[CH:19][CH:20]=1)(=[O:26])=[O:25])(=[O:5])[C:6]1[CH:7]=[CH:8][CH:9]=[CH:10][CH:11]=1. The yield is 0.980. (3) The yield is 0.810. The catalyst is O1CCOCC1. The product is [ClH:27].[NH:8]1[CH2:13][CH2:12][CH:11]([C:14]2[N:15]=[C:16]([N:21]3[CH2:22][CH2:23][CH2:24][CH2:25][CH2:26]3)[N:17]=[C:18]([OH:20])[CH:19]=2)[CH2:10][CH2:9]1. The reactants are C(OC([N:8]1[CH2:13][CH2:12][CH:11]([C:14]2[CH:19]=[C:18]([OH:20])[N:17]=[C:16]([N:21]3[CH2:26][CH2:25][CH2:24][CH2:23][CH2:22]3)[N:15]=2)[CH2:10][CH2:9]1)=O)(C)(C)C.[ClH:27]. (4) The reactants are Cl.[NH:2]([C:4]1[CH:5]=[C:6]([CH:10]=[CH:11][CH:12]=1)[C:7]([OH:9])=[O:8])[NH2:3].[CH3:13][C:14]([CH3:21])([CH3:20])[C:15](=O)[CH2:16][C:17]#[N:18].[CH2:22](O)[CH3:23]. No catalyst specified. The product is [CH2:22]([O:8][C:7](=[O:9])[C:6]1[CH:10]=[CH:11][CH:12]=[C:4]([N:2]2[C:17]([NH2:18])=[CH:16][C:15]([C:14]([CH3:21])([CH3:20])[CH3:13])=[N:3]2)[CH:5]=1)[CH3:23].[NH2:18][C:17]1[N:2]([C:4]2[CH:5]=[C:6]([CH:10]=[CH:11][CH:12]=2)[C:7]([OH:9])=[O:8])[N:3]=[C:15]([C:14]([CH3:21])([CH3:20])[CH3:13])[CH:16]=1. The yield is 0.400. (5) The reactants are Cl.[Cl:2][C:3]1[CH:8]=[CH:7][C:6]([CH:9]([NH:15]C(=O)OC(C)(C)C)[CH2:10][CH2:11][N:12]([CH3:14])[CH3:13])=[CH:5][CH:4]=1. The catalyst is C(Cl)Cl.CO. The product is [Cl:2][C:3]1[CH:4]=[CH:5][C:6]([CH:9]([NH2:15])[CH2:10][CH2:11][N:12]([CH3:14])[CH3:13])=[CH:7][CH:8]=1. The yield is 0.920. (6) The reactants are [CH2:1]([O:8][C:9]([NH:11][C@@H:12]([CH2:20][C:21]1[CH:26]=[CH:25][C:24]([C:27]2[N:32]=[CH:31][C:30](Br)=[CH:29][N:28]=2)=[CH:23][CH:22]=1)[C:13]([O:15][C:16]([CH3:19])([CH3:18])[CH3:17])=[O:14])=[O:10])[C:2]1[CH:7]=[CH:6][CH:5]=[CH:4][CH:3]=1.[C:34]([C:38]1[CH:43]=[CH:42][C:41](B(O)O)=[CH:40][CH:39]=1)([CH3:37])([CH3:36])[CH3:35].C(=O)(O)[O-].[Na+].N#N. The catalyst is C(#N)C.C1COCC1.O.CC(=O)OCC.C1C=CC(P(C2C=CC=CC=2)[C-]2C=CC=C2)=CC=1.C1C=CC(P(C2C=CC=CC=2)[C-]2C=CC=C2)=CC=1.Cl[Pd]Cl.[Fe+2]. The product is [CH2:1]([O:8][C:9]([NH:11][C@@H:12]([CH2:20][C:21]1[CH:26]=[CH:25][C:24]([C:27]2[N:32]=[CH:31][C:30]([C:41]3[CH:42]=[CH:43][C:38]([C:34]([CH3:37])([CH3:36])[CH3:35])=[CH:39][CH:40]=3)=[CH:29][N:28]=2)=[CH:23][CH:22]=1)[C:13]([O:15][C:16]([CH3:19])([CH3:18])[CH3:17])=[O:14])=[O:10])[C:2]1[CH:7]=[CH:6][CH:5]=[CH:4][CH:3]=1. The yield is 0.700. (7) The reactants are O[CH:2]=[C:3]1[C:11]2[C:6](=[CH:7][C:8]([C:12]([C:14]3[CH:15]=[C:16]([NH:20][C:21]([C:23]4[S:24][CH:25]=[CH:26][CH:27]=4)=[O:22])[CH:17]=[CH:18][CH:19]=3)=[O:13])=[CH:9][CH:10]=2)[NH:5][C:4]1=[O:28].[NH2:29][C:30]1[CH:38]=[CH:37][C:33]([C:34]([OH:36])=[O:35])=[CH:32][CH:31]=1. The product is [O:28]=[C:4]1[C:3](=[CH:2][NH:29][C:30]2[CH:38]=[CH:37][C:33]([C:34]([OH:36])=[O:35])=[CH:32][CH:31]=2)[C:11]2[C:6](=[CH:7][C:8]([C:12](=[O:13])[C:14]3[CH:19]=[CH:18][CH:17]=[C:16]([NH:20][C:21]([C:23]4[S:24][CH:25]=[CH:26][CH:27]=4)=[O:22])[CH:15]=3)=[CH:9][CH:10]=2)[NH:5]1. The catalyst is C1COCC1. The yield is 0.810. (8) The reactants are [C:1]1([S:7]([C:10]2[C:18]3[C:13](=[CH:14][CH:15]=[C:16]([O:19][CH2:20][CH2:21]OS(C4C=CC(C)=CC=4)(=O)=O)[CH:17]=3)[NH:12][N:11]=2)(=[O:9])=[O:8])[CH:6]=[CH:5][CH:4]=[CH:3][CH:2]=1.C1COCC1.[CH3:38][NH2:39]. No catalyst specified. The product is [C:1]1([S:7]([C:10]2[C:18]3[C:13](=[CH:14][CH:15]=[C:16]([O:19][CH2:20][CH2:21][NH:39][CH3:38])[CH:17]=3)[NH:12][N:11]=2)(=[O:9])=[O:8])[CH:6]=[CH:5][CH:4]=[CH:3][CH:2]=1. The yield is 0.194.